This data is from Forward reaction prediction with 1.9M reactions from USPTO patents (1976-2016). The task is: Predict the product of the given reaction. (1) The product is: [OH:1][C:2]1[C:7]([O:8][CH3:9])=[CH:6][C:5]([C:10]2[CH:15]=[CH:14][C:13]([OH:16])=[C:12]([C:17]3([CH3:23])[CH2:22][CH2:21][CH2:20][CH2:19][CH2:18]3)[CH:11]=2)=[CH:4][C:3]=1[CH2:24][CH:25]1[S:29][C:28]([N:32]2[CH2:36][CH2:35][CH2:34][CH2:33]2)=[N:27][C:26]1=[O:31]. Given the reactants [OH:1][C:2]1[C:7]([O:8][CH3:9])=[CH:6][C:5]([C:10]2[CH:15]=[CH:14][C:13]([OH:16])=[C:12]([C:17]3([CH3:23])[CH2:22][CH2:21][CH2:20][CH2:19][CH2:18]3)[CH:11]=2)=[CH:4][C:3]=1[CH2:24][CH:25]1[S:29][C:28](=S)[NH:27][C:26]1=[O:31].[NH:32]1[CH2:36][CH2:35][CH2:34][CH2:33]1, predict the reaction product. (2) Given the reactants C(=O)(O)[O-].[K+].[F:6][C:7]1[CH:8]=[C:9]([N+:14]([O-:16])=[O:15])[CH:10]=[CH:11][C:12]=1F.[NH:17]1[CH:21]=[N:20][CH:19]=[N:18]1, predict the reaction product. The product is: [F:6][C:7]1[CH:8]=[C:9]([N+:14]([O-:16])=[O:15])[CH:10]=[CH:11][C:12]=1[N:17]1[CH:21]=[N:20][CH:19]=[N:18]1. (3) The product is: [NH2:14][CH2:13][C:10]1[C:11]([NH2:12])=[N:5][C:3]([O:2][CH3:1])=[N:4][C:9]=1[C:8]1[CH:15]=[CH:16][C:17]([Cl:19])=[CH:18][C:7]=1[Cl:6]. Given the reactants [CH3:1][O:2][C:3](=[NH:5])[NH2:4].[Cl:6][C:7]1[CH:18]=[C:17]([Cl:19])[CH:16]=[CH:15][C:8]=1[CH:9]=[C:10]([C:13]#[N:14])[C:11]#[N:12], predict the reaction product. (4) Given the reactants [C:1]([C:4]1[CH:12]=[CH:11][C:7]([C:8](O)=[O:9])=[CH:6][CH:5]=1)(=[O:3])[CH3:2].O.[NH2:14][C:15]1[NH:19][N:18]=[N:17][N:16]=1.Cl.C(N=C=NCCCN(C)C)C, predict the reaction product. The product is: [C:1]([C:4]1[CH:12]=[CH:11][C:7]([C:8]([NH:14][C:15]2[N:16]=[N:17][NH:18][N:19]=2)=[O:9])=[CH:6][CH:5]=1)(=[O:3])[CH3:2]. (5) Given the reactants [Br:1][C:2]1[CH:3]=[C:4]([CH:10]=[C:11]([N+:20]([O-:22])=[O:21])[C:12]=1[NH:13][C:14](=[O:19])[C:15]([F:18])([F:17])[F:16])[C:5]([O:7][CH2:8][CH3:9])=[O:6].C([O-])([O-])=O.[K+].[K+].Br[CH2:30][CH:31]=[C:32]([CH3:34])[CH3:33], predict the reaction product. The product is: [Br:1][C:2]1[CH:3]=[C:4]([CH:10]=[C:11]([N+:20]([O-:22])=[O:21])[C:12]=1[N:13]([CH2:30][CH:31]=[C:32]([CH3:34])[CH3:33])[C:14](=[O:19])[C:15]([F:17])([F:18])[F:16])[C:5]([O:7][CH2:8][CH3:9])=[O:6].